From a dataset of Forward reaction prediction with 1.9M reactions from USPTO patents (1976-2016). Predict the product of the given reaction. (1) Given the reactants [F:1][C:2]([F:19])([F:18])[C:3]([F:17])([F:16])[CH:4]([OH:15])[CH2:5][CH2:6][CH2:7][CH2:8][C:9]1[CH:14]=[CH:13][CH:12]=[CH:11][CH:10]=1.CC(OI1(OC(C)=O)(OC(C)=O)OC(=O)C2C=CC=CC1=2)=O, predict the reaction product. The product is: [F:1][C:2]([F:18])([F:19])[C:3]([F:16])([F:17])[C:4](=[O:15])[CH2:5][CH2:6][CH2:7][CH2:8][C:9]1[CH:14]=[CH:13][CH:12]=[CH:11][CH:10]=1. (2) Given the reactants [CH2:1]([O:3][C:4](=[O:22])[C@@H:5]([OH:21])[CH2:6][C:7]1[CH:12]=[CH:11][C:10]([O:13][CH2:14][C:15]2[CH:20]=[CH:19][CH:18]=[CH:17][CH:16]=2)=[CH:9][CH:8]=1)[CH3:2].[CH2:23](Br)[CH:24]=[CH2:25], predict the reaction product. The product is: [CH2:1]([O:3][C:4](=[O:22])[C@@H:5]([O:21][CH2:25][CH:24]=[CH2:23])[CH2:6][C:7]1[CH:12]=[CH:11][C:10]([O:13][CH2:14][C:15]2[CH:16]=[CH:17][CH:18]=[CH:19][CH:20]=2)=[CH:9][CH:8]=1)[CH3:2]. (3) The product is: [CH2:1]([N:8]1[CH:24]=[C:13]2[CH:14]=[CH:15][CH2:16][C:17]3[NH:20][CH2:19][CH2:18][N:11]([C:12]=32)[CH2:10][CH2:9]1)[C:2]1[CH:3]=[CH:4][CH:5]=[CH:6][CH:7]=1. Given the reactants [CH2:1]([N:8]1[C:17]2[C:12](=[CH:13][CH:14]=[CH:15][CH:16]=2)[N:11]([CH2:18][CH2:19][NH2:20])[CH2:10][CH2:9]1)[C:2]1[CH:7]=[CH:6][CH:5]=[CH:4][CH:3]=1.C=O.F[C:24](F)(F)C(O)=O, predict the reaction product. (4) Given the reactants FC(F)(F)C([NH:5][CH:6]1[CH2:15][CH2:14][C:13]2[C:8](=[CH:9][C:10]([NH:16][C:17]3[N:22]=[C:21]([C:23]4[C:24]([C:32]5[CH:37]=[CH:36][CH:35]=[C:34]([NH:38][C:39](=[O:46])[CH2:40][C:41]6[S:42][CH:43]=[CH:44][CH:45]=6)[CH:33]=5)=[N:25][N:26]5[CH:31]=[CH:30][CH:29]=[CH:28][C:27]=45)[CH:20]=[CH:19][N:18]=3)=[CH:11][CH:12]=2)[CH2:7]1)=O.[Li+].[OH-], predict the reaction product. The product is: [NH2:5][CH:6]1[CH2:7][C:8]2[CH:9]=[C:10]([NH:16][C:17]3[N:22]=[C:21]([C:23]4[C:24]([C:32]5[CH:33]=[C:34]([NH:38][C:39](=[O:46])[CH2:40][C:41]6[S:42][CH:43]=[CH:44][CH:45]=6)[CH:35]=[CH:36][CH:37]=5)=[N:25][N:26]5[CH:31]=[CH:30][CH:29]=[CH:28][C:27]=45)[CH:20]=[CH:19][N:18]=3)[CH:11]=[CH:12][C:13]=2[CH2:14][CH2:15]1. (5) Given the reactants [NH2:1][C:2]1[CH:10]=[CH:9][C:8]([NH2:11])=[C:4]([C:5]([OH:7])=O)[C:3]=1[C:12]([OH:14])=[O:13], predict the reaction product. The product is: [C:5]([NH:11][C:8]1[CH:9]=[CH:10][C:2]([NH:1][C:12](=[O:13])[CH3:3])=[C:3]2[C:12]([O:13][C:5](=[O:7])[C:4]=12)=[O:14])(=[O:7])[CH3:4]. (6) Given the reactants [Cl:1][C:2]1[CH:34]=[CH:33][CH:32]=[C:31]([Cl:35])[C:3]=1[C:4]([O:6][CH:7]([CH2:12][C:13]1[CH:14]=[C:15]2[C:20](=[CH:21][CH:22]=1)[N:19]=[C:18]([C:23]1[C:28]([Cl:29])=[CH:27][CH:26]=[CH:25][C:24]=1[Cl:30])[CH:17]=[CH:16]2)[C:8]([O:10]C)=[O:9])=[O:5].[Li+].[OH-].OO.OS([O-])(=O)=O.[K+], predict the reaction product. The product is: [Cl:1][C:2]1[CH:34]=[CH:33][CH:32]=[C:31]([Cl:35])[C:3]=1[C:4]([O:6][CH:7]([CH2:12][C:13]1[CH:14]=[C:15]2[C:20](=[CH:21][CH:22]=1)[N:19]=[C:18]([C:23]1[C:28]([Cl:29])=[CH:27][CH:26]=[CH:25][C:24]=1[Cl:30])[CH:17]=[CH:16]2)[C:8]([OH:10])=[O:9])=[O:5]. (7) Given the reactants [CH3:1][CH:2]([CH3:8])[CH2:3][CH2:4][C:5](=[O:7])[CH3:6].[CH2:9]([O:11][C:12](=[O:18])[C:13](OCC)=[O:14])[CH3:10].CC[O-].[Na+], predict the reaction product. The product is: [CH2:9]([O:11][C:12](=[O:18])[C:13](=[O:14])[CH2:6][C:5](=[O:7])[CH2:4][CH2:3][CH:2]([CH3:8])[CH3:1])[CH3:10].